Dataset: Forward reaction prediction with 1.9M reactions from USPTO patents (1976-2016). Task: Predict the product of the given reaction. (1) Given the reactants C[O:2][C:3](=O)[C:4]1[CH:9]=[C:8]([N+:10]([O-:12])=[O:11])[C:7]([NH2:13])=[C:6]([F:14])[C:5]=1[F:15].[NH4+:17].[OH-], predict the reaction product. The product is: [NH2:13][C:7]1[C:8]([N+:10]([O-:12])=[O:11])=[CH:9][C:4]([C:3]([NH2:17])=[O:2])=[C:5]([F:15])[C:6]=1[F:14]. (2) Given the reactants [CH3:1][O:2][C:3](=[O:44])[CH:4]([C:6]1[CH:11]=[CH:10][CH:9]=[CH:8][C:7]=1[C:12]#[C:13][C:14]1[C:19]([C:20]([F:23])([F:22])[F:21])=[CH:18][N:17]=[C:16]([NH:24][C:25]2[CH:30]=[CH:29][C:28]([CH:31]3[CH2:36][CH2:35][N:34]([C:37]([O:39][C:40]([CH3:43])([CH3:42])[CH3:41])=[O:38])[CH2:33][CH2:32]3)=[CH:27][CH:26]=2)[N:15]=1)[CH3:5], predict the reaction product. The product is: [CH3:1][O:2][C:3](=[O:44])[CH:4]([C:6]1[CH:11]=[CH:10][CH:9]=[CH:8][C:7]=1[CH2:12][CH2:13][C:14]1[C:19]([C:20]([F:22])([F:23])[F:21])=[CH:18][N:17]=[C:16]([NH:24][C:25]2[CH:30]=[CH:29][C:28]([CH:31]3[CH2:36][CH2:35][N:34]([C:37]([O:39][C:40]([CH3:41])([CH3:43])[CH3:42])=[O:38])[CH2:33][CH2:32]3)=[CH:27][CH:26]=2)[N:15]=1)[CH3:5]. (3) The product is: [CH3:13][C:12]1[C:11]([CH3:10])=[N:6][C:4]([SH:5])=[C:3]([CH:16]=1)[C:1]#[N:2]. Given the reactants [C:1]([CH2:3][C:4]([NH2:6])=[S:5])#[N:2].[Na].C([C:10](O)=[CH:11][C:12](=O)[CH3:13])C.[C:16](O)(=O)C.N1CCCCC1, predict the reaction product. (4) Given the reactants IC.[C:3]([O:7][C:8]([N:10]1[CH2:17][C:16]2[O:15][C:14]([C:18]([OH:20])=[O:19])=[N:13][C:12]=2[CH2:11]1)=[O:9])([CH3:6])([CH3:5])[CH3:4].[C:21]([O-])([O-])=O.[K+].[K+], predict the reaction product. The product is: [CH3:21][O:19][C:18]([C:14]1[O:15][C:16]2[CH2:17][N:10]([C:8]([O:7][C:3]([CH3:6])([CH3:4])[CH3:5])=[O:9])[CH2:11][C:12]=2[N:13]=1)=[O:20]. (5) The product is: [CH3:5][O:6][C:7]([C:9]1[CH:10]=[C:11]([CH3:28])[C:12]2[NH:18][C:17]3[C:19]([Cl:24])=[CH:20][C:21]([NH:23][CH:1]=[O:2])=[CH:22][C:16]=3[CH2:15][S:14](=[O:26])(=[O:25])[C:13]=2[CH:27]=1)=[O:8]. Given the reactants [CH:1]([O-])=[O:2].[Na+].[CH3:5][O:6][C:7]([C:9]1[CH:10]=[C:11]([CH3:28])[C:12]2[NH:18][C:17]3[C:19]([Cl:24])=[CH:20][C:21]([NH2:23])=[CH:22][C:16]=3[CH2:15][S:14](=[O:26])(=[O:25])[C:13]=2[CH:27]=1)=[O:8], predict the reaction product. (6) Given the reactants Cl[C:2]1[CH:3]=[CH:4][C:5]2[N:6]([C:8]([CH:11]([C:13]3[C:14]([F:24])=[C:15]4[C:20](=[CH:21][C:22]=3[F:23])[N:19]=[CH:18][CH:17]=[CH:16]4)[CH3:12])=[CH:9][N:10]=2)[N:7]=1.[F-].[K+].[NH:27]1[CH2:32][CH2:31][NH:30][CH2:29][C:28]1=[O:33], predict the reaction product. The product is: [F:24][C:14]1[C:13]([CH:11]([C:8]2[N:6]3[N:7]=[C:2]([N:30]4[CH2:31][CH2:32][NH:27][C:28](=[O:33])[CH2:29]4)[CH:3]=[CH:4][C:5]3=[N:10][CH:9]=2)[CH3:12])=[C:22]([F:23])[CH:21]=[C:20]2[C:15]=1[CH:16]=[CH:17][CH:18]=[N:19]2. (7) Given the reactants [Br:1][C:2]1[N:3]=[C:4]([C@H:12]2[CH2:20][CH2:19][C@H:18]3[N:14]([C:15](=[O:21])[CH2:16][CH2:17]3)[CH2:13]2)[N:5]2[CH:10]=[CH:9][N:8]=[C:7](Cl)[C:6]=12.[NH3:22], predict the reaction product. The product is: [NH2:22][C:7]1[C:6]2[N:5]([C:4]([C@H:12]3[CH2:20][CH2:19][C@H:18]4[N:14]([C:15](=[O:21])[CH2:16][CH2:17]4)[CH2:13]3)=[N:3][C:2]=2[Br:1])[CH:10]=[CH:9][N:8]=1.